From a dataset of Forward reaction prediction with 1.9M reactions from USPTO patents (1976-2016). Predict the product of the given reaction. (1) Given the reactants [F:1][C:2]([F:35])([F:34])[C:3]1[CH:4]=[C:5]([C@H:13]([N:15]([CH3:33])[C:16]([N:18]2[CH2:23][CH2:22][C:21](=[CH2:24])[CH2:20][C@@H:19]2[C:25]2[CH:30]=[CH:29][C:28]([F:31])=[CH:27][C:26]=2[CH3:32])=[O:17])[CH3:14])[CH:6]=[C:7]([C:9]([F:12])([F:11])[F:10])[CH:8]=1.[CH3:36][C:37]([O:40][C:41]([NH:43][C@H:44]([CH2:49]C=C)[C:45]([O:47][CH3:48])=[O:46])=[O:42])([CH3:39])[CH3:38], predict the reaction product. The product is: [F:35][C:2]([F:1])([F:34])[C:3]1[CH:4]=[C:5]([C@H:13]([N:15]([CH3:33])[C:16]([N:18]2[CH2:23][CH2:22]/[C:21](=[CH:24]\[CH2:49][C@@H:44]([NH:43][C:41]([O:40][C:37]([CH3:36])([CH3:39])[CH3:38])=[O:42])[C:45]([O:47][CH3:48])=[O:46])/[CH2:20][C@@H:19]2[C:25]2[CH:30]=[CH:29][C:28]([F:31])=[CH:27][C:26]=2[CH3:32])=[O:17])[CH3:14])[CH:6]=[C:7]([C:9]([F:11])([F:12])[F:10])[CH:8]=1. (2) Given the reactants C(N(C(C)C)CC)(C)C.[CH2:10]([SH:14])[CH2:11][CH2:12][CH3:13].Br[C:16]1[C:17](=[O:33])[C:18]2[S:22][C:21]([CH3:23])=[N:20][C:19]=2[C:24](=[O:32])[C:25]=1[NH:26][CH2:27][CH2:28][N:29]([CH3:31])[CH3:30], predict the reaction product. The product is: [CH2:10]([S:14][C:16]1[C:17](=[O:33])[C:18]2[S:22][C:21]([CH3:23])=[N:20][C:19]=2[C:24](=[O:32])[C:25]=1[NH:26][CH2:27][CH2:28][N:29]([CH3:30])[CH3:31])[CH2:11][CH2:12][CH3:13].